Dataset: Full USPTO retrosynthesis dataset with 1.9M reactions from patents (1976-2016). Task: Predict the reactants needed to synthesize the given product. (1) Given the product [Cl:21][C:19]1[O:20][N:43]=[C:46]([C:47]2[C:52]([Cl:54])=[CH:11][CH:12]=[CH:13][C:14]=2[F:16])[C:18]=1[C:49]([NH:24][CH:25]1[CH2:30][CH2:29][CH2:28][CH:27]([CH2:31][NH:32][C:33]([C:34]2[CH:39]=[CH:38][CH:37]=[CH:36][CH:35]=2)=[O:40])[CH2:26]1)=[O:50], predict the reactants needed to synthesize it. The reactants are: C(C1C(C2C=[C:14]([F:16])[CH:13]=[CH:12][C:11]=2Cl)=NOC=1Cl)(O)=O.[C:18](Cl)(=O)[C:19]([Cl:21])=[O:20].[NH2:24][CH:25]1[CH2:30][CH2:29][CH2:28][CH:27]([CH2:31][NH:32][C:33](=[O:40])[C:34]2[CH:39]=[CH:38][CH:37]=[CH:36][CH:35]=2)[CH2:26]1.C([N:43]([CH2:46][CH3:47])CC)C.C[C:49](C)=[O:50].[CH2:52]([Cl:54])Cl. (2) Given the product [C:48]([C:27]1[N:26]=[C:25]2[C:30]([N:31]=[CH:32][N:24]2[C@@H:13]2[O:12][C@H:11]([C:50]([NH:52][CH2:53][CH3:54])=[O:51])[C@@H:10]([OH:9])[C@H:14]2[OH:15])=[C:29]([NH:33][CH2:34][CH:35]([C:42]2[CH:43]=[CH:44][CH:45]=[CH:46][CH:47]=2)[C:36]2[CH:37]=[CH:38][CH:39]=[CH:40][CH:41]=2)[N:28]=1)#[N:49], predict the reactants needed to synthesize it. The reactants are: C([O:9][C@H:10]1[C@@H:14]([O:15]C(=O)C2C=CC=CC=2)[C@H:13]([N:24]2[CH:32]=[N:31][C:30]3[C:25]2=[N:26][C:27]([C:48]#[N:49])=[N:28][C:29]=3[NH:33][CH2:34][CH:35]([C:42]2[CH:47]=[CH:46][CH:45]=[CH:44][CH:43]=2)[C:36]2[CH:41]=[CH:40][CH:39]=[CH:38][CH:37]=2)[O:12][C@@H:11]1[C:50]([NH:52][CH2:53][CH3:54])=[O:51])(=O)C1C=CC=CC=1.N. (3) Given the product [CH3:23][O:20][C:19]([CH:17]1[CH2:18][CH:16]1[C:12]1[CH:11]=[C:10]([F:22])[C:9]([O:8][CH2:1][C:2]2[CH:3]=[CH:4][CH:5]=[CH:6][CH:7]=2)=[C:14]([F:15])[CH:13]=1)=[O:21], predict the reactants needed to synthesize it. The reactants are: [CH2:1]([O:8][C:9]1[C:14]([F:15])=[CH:13][C:12]([CH:16]2[CH2:18][CH:17]2[C:19]([OH:21])=[O:20])=[CH:11][C:10]=1[F:22])[C:2]1[CH:7]=[CH:6][CH:5]=[CH:4][CH:3]=1.[CH2:23](C1COC(=O)N1)C1C=CC=CC=1.